From a dataset of Catalyst prediction with 721,799 reactions and 888 catalyst types from USPTO. Predict which catalyst facilitates the given reaction. (1) Reactant: [CH3:1][N:2]1[C:10]([CH2:11][CH2:12][CH2:13][C:14]([OH:16])=[O:15])=[N:9][C:8]2[CH:7]=[C:6]([N:17]([CH2:21][CH2:22][Cl:23])[CH2:18][CH2:19][Cl:20])[CH:5]=[CH:4][C:3]1=2.Cl.Cl.C(=O)(O)[O-].[K+].[CH:31](O)([CH3:33])[CH3:32]. Product: [CH3:32][CH:31]([O:15][C:14]([CH2:13][CH2:12][CH2:11][C:10]1[N:2]([CH3:1])[C:3]2[CH:4]=[CH:5][C:6]([N:17]([CH2:18][CH2:19][Cl:20])[CH2:21][CH2:22][Cl:23])=[CH:7][C:8]=2[N:9]=1)=[O:16])[CH3:33]. The catalyst class is: 6. (2) Reactant: [OH-:1].[K+].Cl.Cl[CH2:5][CH2:6][N:7]([CH2:10][CH3:11])[CH2:8][CH3:9].[CH:12](=[O:19])[C:13]1[CH:18]=[CH:17][CH:16]=[CH:15][CH:14]=1. The catalyst class is: 40. Product: [CH2:8]([N:7]([CH2:10][CH3:11])[CH2:6][CH2:5][O:1][C:16]1[CH:17]=[CH:18][C:13]([CH:12]=[O:19])=[CH:14][CH:15]=1)[CH3:9]. (3) Reactant: [CH3:1][O:2][CH2:3][C:4]12[O:11][C:8]([CH2:12][O:13][CH3:14])([CH:9]=[CH:10]1)[CH2:7][C:6](OS(C(F)(F)F)(=O)=O)=[CH:5]2.CC1(C)C(C)(C)OB([C:31]2[CH:36]=[CH:35][C:34]([NH2:37])=[CH:33][CH:32]=2)O1. Product: [CH3:1][O:2][CH2:3][C:4]12[O:11][C:8]([CH2:12][O:13][CH3:14])([CH:9]=[CH:10]1)[CH2:7][C:6]([C:31]1[CH:36]=[CH:35][C:34]([NH2:37])=[CH:33][CH:32]=1)=[CH:5]2. The catalyst class is: 795.